This data is from Forward reaction prediction with 1.9M reactions from USPTO patents (1976-2016). The task is: Predict the product of the given reaction. (1) Given the reactants [C:1]([O:5][C:6]([N:8]([C@H:16]1[CH2:24][O:23][CH2:22][C@H:21]([CH2:25][C:26]2[C:35]3[C:30](=[CH:31][CH:32]=[CH:33][CH:34]=3)[CH:29]=[CH:28][CH:27]=2)[C@@H:20]([OH:36])[C@H:19]([CH3:37])[O:18][C:17]1=[O:38])[C:9](=[O:15])[O:10][C:11]([CH3:14])([CH3:13])[CH3:12])=[O:7])([CH3:4])([CH3:3])[CH3:2].C(O)(=O)C.C(O)(=O)C.[C:47]1([CH3:74])[C:48](C([Bi]([C:74]([C:47]2[C:52](C)=[CH:51][CH:50]=[CH:49][CH:48]=2)=O)[C:74]([C:47]2[C:52](C)=[CH:51][CH:50]=[CH:49][CH:48]=2)=O)=O)=[CH:49][CH:50]=[CH:51][CH:52]=1.C1(N(C)C2CCCCC2)CCCCC1, predict the reaction product. The product is: [C:11]([O:10][C:9]([N:8]([C@H:16]1[CH2:24][O:23][CH2:22][C@H:21]([CH2:25][C:26]2[C:35]3[C:30](=[CH:31][CH:32]=[CH:33][CH:34]=3)[CH:29]=[CH:28][CH:27]=2)[C@@H:20]([O:36][C:50]2[CH:49]=[CH:48][C:47]([CH3:74])=[CH:52][CH:51]=2)[C@H:19]([CH3:37])[O:18][C:17]1=[O:38])[C:6](=[O:7])[O:5][C:1]([CH3:2])([CH3:3])[CH3:4])=[O:15])([CH3:13])([CH3:14])[CH3:12]. (2) Given the reactants [CH3:1][CH2:2][CH2:3][CH:4]([OH:8])[CH2:5][CH2:6][CH3:7].[NH2:9][C:10]1[CH:17]=[CH:16][CH:15]=[C:14](F)[C:11]=1[C:12]#[N:13], predict the reaction product. The product is: [NH2:9][C:10]1[CH:17]=[CH:16][CH:15]=[C:14]([O:8][CH:4]([CH2:5][CH2:6][CH3:7])[CH2:3][CH2:2][CH3:1])[C:11]=1[C:12]#[N:13]. (3) Given the reactants [C:1]([N:9]1[CH2:13][CH:12]2[CH2:14][S:15][C:16]3[CH:21]=[CH:20][CH:19]=[CH:18][C:17]=3[C:11]2=[N:10]1)(=[O:8])[C:2]1[CH:7]=[CH:6][CH:5]=[N:4][CH:3]=1.ClC1C=CC=C(C(OO)=[O:30])C=1, predict the reaction product. The product is: [C:1]([N:9]1[CH2:13][CH:12]2[CH2:14][S:15](=[O:30])[CH:16]3[CH:21]=[CH:20][CH:19]=[CH:18][C:17]3=[C:11]2[NH:10]1)(=[O:8])[C:2]1[CH:7]=[CH:6][CH:5]=[N:4][CH:3]=1.